This data is from Catalyst prediction with 721,799 reactions and 888 catalyst types from USPTO. The task is: Predict which catalyst facilitates the given reaction. (1) Reactant: C(Cl)CCl.[N:5]1([C:10]2[CH:15]=[CH:14][C:13]([CH2:16][C:17]([OH:19])=O)=[CH:12][CH:11]=2)[CH:9]=[N:8][N:7]=[N:6]1.[CH:20]12[CH:25]([CH2:26][OH:27])[CH:24]1[CH2:23][NH:22][CH2:21]2.C(N(CC)CC)C. Product: [OH:27][CH2:26][CH:25]1[CH:24]2[CH:20]1[CH2:21][N:22]([C:17](=[O:19])[CH2:16][C:13]1[CH:12]=[CH:11][C:10]([N:5]3[CH:9]=[N:8][N:7]=[N:6]3)=[CH:15][CH:14]=1)[CH2:23]2. The catalyst class is: 46. (2) Reactant: [Br:1][C:2]1[CH:10]=[CH:9][CH:8]=[C:7]2[C:3]=1[CH:4]=[CH:5][NH:6]2.[C:11]1([SH:17])[CH:16]=[CH:15][CH:14]=[CH:13][CH:12]=1.[I-].[K+].II. Product: [Br:1][C:2]1[CH:10]=[CH:9][CH:8]=[C:7]2[C:3]=1[C:4]([S:17][C:11]1[CH:16]=[CH:15][CH:14]=[CH:13][CH:12]=1)=[CH:5][NH:6]2. The catalyst class is: 40.